Predict the product of the given reaction. From a dataset of Forward reaction prediction with 1.9M reactions from USPTO patents (1976-2016). (1) Given the reactants [C:1]([O:5][C:6]([N:8]1[CH2:12][C@H:11]([OH:13])[CH2:10][C@H:9]1[CH2:14][OH:15])=[O:7])([CH3:4])([CH3:3])[CH3:2].N1C=CN=C1.[Si:21](Cl)([C:34]([CH3:37])([CH3:36])[CH3:35])([C:28]1[CH:33]=[CH:32][CH:31]=[CH:30][CH:29]=1)[C:22]1[CH:27]=[CH:26][CH:25]=[CH:24][CH:23]=1.O, predict the reaction product. The product is: [C:1]([O:5][C:6]([N:8]1[CH2:12][C@H:11]([OH:13])[CH2:10][C@H:9]1[CH2:14][O:15][Si:21]([C:34]([CH3:37])([CH3:36])[CH3:35])([C:28]1[CH:29]=[CH:30][CH:31]=[CH:32][CH:33]=1)[C:22]1[CH:27]=[CH:26][CH:25]=[CH:24][CH:23]=1)=[O:7])([CH3:4])([CH3:3])[CH3:2]. (2) Given the reactants [CH2:1]1[C:3]2([CH2:7][CH:6](CS([O-])(=O)=O)[CH2:5][O:4]2)[CH2:2]1.[OH:13][C:14]1[CH:23]=[C:22]2[C:17]([C:18]([O:24][C:25]3[CH:26]=[CH:27][C:28]([NH:31][C:32]([C:34]4[C:35](=[O:47])[N:36]([C:41]5[CH:46]=[CH:45][CH:44]=[CH:43][CH:42]=5)[N:37]([CH3:40])[C:38]=4[CH3:39])=[O:33])=[N:29][CH:30]=3)=[CH:19][CH:20]=[N:21]2)=[CH:16][CH:15]=1.C(=O)([O-])[O-].[Cs+].[Cs+], predict the reaction product. The product is: [CH2:2]1[C:3]2([CH2:7][CH:6]([O:13][C:14]3[CH:23]=[C:22]4[C:17]([C:18]([O:24][C:25]5[CH:26]=[CH:27][C:28]([NH:31][C:32]([C:34]6[C:35](=[O:47])[N:36]([C:41]7[CH:42]=[CH:43][CH:44]=[CH:45][CH:46]=7)[N:37]([CH3:40])[C:38]=6[CH3:39])=[O:33])=[N:29][CH:30]=5)=[CH:19][CH:20]=[N:21]4)=[CH:16][CH:15]=3)[CH2:5][O:4]2)[CH2:1]1. (3) The product is: [CH3:26][N:27]([O:28][CH3:29])[C:7](=[O:9])[C:4]1[CH:5]=[CH:6][N:1]=[CH:2][CH:3]=1. Given the reactants [N:1]1[CH:6]=[CH:5][C:4]([C:7]([OH:9])=O)=[CH:3][CH:2]=1.C(N1C=CN=C1)(N1C=CN=C1)=O.C(=O)=O.Cl.[CH3:26][NH:27][O:28][CH3:29], predict the reaction product. (4) The product is: [NH:13]1[C:14]2[CH:19]=[CH:18][CH:17]=[CH:16][C:15]=2[N:11]=[C:12]1[C@H:8]([NH:9][C:10]([NH:28][CH:23]1[CH2:27][CH2:26][CH2:25][CH2:24]1)=[O:20])[CH2:7][C:6]1[CH:5]=[CH:4][C:3]([O:2][CH3:1])=[CH:22][CH:21]=1. Given the reactants [CH3:1][O:2][C:3]1[CH:22]=[CH:21][C:6]([CH2:7][C@@H:8]2[C:12]3=[N:13][C:14]4[CH:19]=[CH:18][CH:17]=[CH:16][C:15]=4[N:11]3[C:10](=[O:20])[NH:9]2)=[CH:5][CH:4]=1.[CH:23]1([NH2:28])[CH2:27][CH2:26][CH2:25][CH2:24]1.C(O)(C(F)(F)F)=O, predict the reaction product. (5) The product is: [C:1]1([CH:7]([C:14]2[C:22]3[C:17](=[CH:18][C:19]([O:23][CH2:25][CH2:26][CH2:27][OH:28])=[CH:20][CH:21]=3)[NH:16][CH:15]=2)[CH2:8][C:9]([O:11][CH2:12][CH3:13])=[O:10])[CH:6]=[CH:5][CH:4]=[CH:3][CH:2]=1. Given the reactants [C:1]1([CH:7]([C:14]2[C:22]3[C:17](=[CH:18][C:19]([OH:23])=[CH:20][CH:21]=3)[NH:16][CH:15]=2)[CH2:8][C:9]([O:11][CH2:12][CH3:13])=[O:10])[CH:6]=[CH:5][CH:4]=[CH:3][CH:2]=1.Br[CH2:25][CH2:26][CH2:27][OH:28].C(=O)([O-])[O-].[K+].[K+], predict the reaction product. (6) The product is: [C:1]([N:4]1[CH2:9][CH2:8][C@H:7]([O:10][C:11]2[CH:18]=[CH:17][C:16]([C:19]3[N:24]=[C:23]([NH:25][C:26]4[CH:31]=[CH:30][C:29]([CH:32]5[CH2:37][CH2:36][N:35]([CH3:42])[CH2:34][CH2:33]5)=[CH:28][CH:27]=4)[N:22]=[CH:21][N:20]=3)=[CH:15][C:12]=2[C:13]#[N:14])[C:6]([F:38])([F:39])[CH2:5]1)(=[O:3])[CH3:2]. Given the reactants [C:1]([N:4]1[CH2:9][CH2:8][C@H:7]([O:10][C:11]2[CH:18]=[CH:17][C:16]([C:19]3[N:24]=[C:23]([NH:25][C:26]4[CH:31]=[CH:30][C:29]([CH:32]5[CH2:37][CH2:36][NH:35][CH2:34][CH2:33]5)=[CH:28][CH:27]=4)[N:22]=[CH:21][N:20]=3)=[CH:15][C:12]=2[C:13]#[N:14])[C:6]([F:39])([F:38])[CH2:5]1)(=[O:3])[CH3:2].C=O.[C:42](O[BH-](OC(=O)C)OC(=O)C)(=O)C.[Na+], predict the reaction product. (7) Given the reactants [C:1]([O:5][C:6]([N:8]1[CH:15]2[CH:11]([N:12](C(OCC3C=CC=CC=3)=O)[CH2:13][CH:14]2[C:16](=[O:28])[NH:17][C:18]2[C:27]3[C:22](=[CH:23][CH:24]=[CH:25][CH:26]=3)[CH:21]=[CH:20][CH:19]=2)[CH2:10][CH2:9]1)=[O:7])([CH3:4])([CH3:3])[CH3:2], predict the reaction product. The product is: [C:1]([O:5][C:6]([N:8]1[CH2:9][CH2:10][CH:11]2[NH:12][CH2:13][CH:14]([C:16](=[O:28])[NH:17][C:18]3[C:27]4[C:22](=[CH:23][CH:24]=[CH:25][CH:26]=4)[CH:21]=[CH:20][CH:19]=3)[CH:15]12)=[O:7])([CH3:4])([CH3:2])[CH3:3]. (8) Given the reactants [F:1][C:2]1[CH:7]=[CH:6][CH:5]=[CH:4][C:3]=1[S:8]([C:11]1[CH:12]=[C:13]2[C:17](=[CH:18][CH:19]=1)[N:16]([CH:20]1[CH2:25][CH2:24][N:23](C(OC(C)(C)C)=O)[CH2:22][CH2:21]1)[CH2:15][CH2:14]2)(=[O:10])=[O:9].[ClH:33].Cl.FC1C=C(S(C2C=C3C(=CC=2)N(C2CCNCC2)CC3)(=O)=O)C=CC=1, predict the reaction product. The product is: [ClH:33].[F:1][C:2]1[CH:7]=[CH:6][CH:5]=[CH:4][C:3]=1[S:8]([C:11]1[CH:12]=[C:13]2[C:17](=[CH:18][CH:19]=1)[N:16]([CH:20]1[CH2:25][CH2:24][NH:23][CH2:22][CH2:21]1)[CH2:15][CH2:14]2)(=[O:9])=[O:10].